From a dataset of Catalyst prediction with 721,799 reactions and 888 catalyst types from USPTO. Predict which catalyst facilitates the given reaction. Reactant: [Cl-:1].[NH4+:2].[H-].C([Al+]CC(C)C)C(C)C.[CH3:13][O:14][C:15]1[C:16]([C:23]#[N:24])=[N:17][CH:18]=[C:19]([O:21][CH3:22])[CH:20]=1.CO. Product: [ClH:1].[CH3:13][O:14][C:15]1[C:16]([C:23](=[NH:2])[NH2:24])=[N:17][CH:18]=[C:19]([O:21][CH3:22])[CH:20]=1. The catalyst class is: 11.